This data is from NCI-60 drug combinations with 297,098 pairs across 59 cell lines. The task is: Regression. Given two drug SMILES strings and cell line genomic features, predict the synergy score measuring deviation from expected non-interaction effect. (1) Drug 1: CN(C)N=NC1=C(NC=N1)C(=O)N. Drug 2: CC1CCC2CC(C(=CC=CC=CC(CC(C(=O)C(C(C(=CC(C(=O)CC(OC(=O)C3CCCCN3C(=O)C(=O)C1(O2)O)C(C)CC4CCC(C(C4)OC)O)C)C)O)OC)C)C)C)OC. Cell line: IGROV1. Synergy scores: CSS=28.1, Synergy_ZIP=-13.7, Synergy_Bliss=-15.3, Synergy_Loewe=-40.7, Synergy_HSA=-10.3. (2) Drug 1: CC1CCC2CC(C(=CC=CC=CC(CC(C(=O)C(C(C(=CC(C(=O)CC(OC(=O)C3CCCCN3C(=O)C(=O)C1(O2)O)C(C)CC4CCC(C(C4)OC)OCCO)C)C)O)OC)C)C)C)OC. Drug 2: C1CN(CCN1C(=O)CCBr)C(=O)CCBr. Cell line: COLO 205. Synergy scores: CSS=44.7, Synergy_ZIP=-8.78, Synergy_Bliss=-4.24, Synergy_Loewe=1.73, Synergy_HSA=2.25. (3) Drug 1: C1=NC2=C(N=C(N=C2N1C3C(C(C(O3)CO)O)O)F)N. Drug 2: C1=NNC2=C1C(=O)NC=N2. Cell line: HCC-2998. Synergy scores: CSS=46.2, Synergy_ZIP=1.11, Synergy_Bliss=0.170, Synergy_Loewe=-23.9, Synergy_HSA=2.43. (4) Drug 1: CC1=C2C(C(=O)C3(C(CC4C(C3C(C(C2(C)C)(CC1OC(=O)C(C(C5=CC=CC=C5)NC(=O)OC(C)(C)C)O)O)OC(=O)C6=CC=CC=C6)(CO4)OC(=O)C)O)C)O. Drug 2: C(=O)(N)NO. Cell line: SK-MEL-28. Synergy scores: CSS=3.88, Synergy_ZIP=0.518, Synergy_Bliss=6.26, Synergy_Loewe=0.777, Synergy_HSA=3.97. (5) Drug 1: COC1=C(C=C2C(=C1)N=CN=C2NC3=CC(=C(C=C3)F)Cl)OCCCN4CCOCC4. Drug 2: C1=NC(=NC(=O)N1C2C(C(C(O2)CO)O)O)N. Cell line: HT29. Synergy scores: CSS=33.8, Synergy_ZIP=5.47, Synergy_Bliss=8.89, Synergy_Loewe=9.05, Synergy_HSA=9.47. (6) Drug 1: CNC(=O)C1=CC=CC=C1SC2=CC3=C(C=C2)C(=NN3)C=CC4=CC=CC=N4. Drug 2: COCCOC1=C(C=C2C(=C1)C(=NC=N2)NC3=CC=CC(=C3)C#C)OCCOC.Cl. Cell line: ACHN. Synergy scores: CSS=26.8, Synergy_ZIP=1.01, Synergy_Bliss=3.01, Synergy_Loewe=1.61, Synergy_HSA=4.38. (7) Cell line: MDA-MB-435. Drug 2: CCCCCOC(=O)NC1=NC(=O)N(C=C1F)C2C(C(C(O2)C)O)O. Drug 1: CS(=O)(=O)C1=CC(=C(C=C1)C(=O)NC2=CC(=C(C=C2)Cl)C3=CC=CC=N3)Cl. Synergy scores: CSS=-4.69, Synergy_ZIP=5.34, Synergy_Bliss=2.81, Synergy_Loewe=-6.11, Synergy_HSA=-5.22. (8) Drug 1: C1=C(C(=O)NC(=O)N1)N(CCCl)CCCl. Drug 2: CC=C1C(=O)NC(C(=O)OC2CC(=O)NC(C(=O)NC(CSSCCC=C2)C(=O)N1)C(C)C)C(C)C. Cell line: MOLT-4. Synergy scores: CSS=66.0, Synergy_ZIP=0.957, Synergy_Bliss=-0.599, Synergy_Loewe=-1.22, Synergy_HSA=0.720. (9) Drug 1: CC1CCC2CC(C(=CC=CC=CC(CC(C(=O)C(C(C(=CC(C(=O)CC(OC(=O)C3CCCCN3C(=O)C(=O)C1(O2)O)C(C)CC4CCC(C(C4)OC)OCCO)C)C)O)OC)C)C)C)OC. Drug 2: B(C(CC(C)C)NC(=O)C(CC1=CC=CC=C1)NC(=O)C2=NC=CN=C2)(O)O. Cell line: U251. Synergy scores: CSS=15.8, Synergy_ZIP=-1.55, Synergy_Bliss=-3.91, Synergy_Loewe=-20.6, Synergy_HSA=-4.30. (10) Drug 1: CNC(=O)C1=CC=CC=C1SC2=CC3=C(C=C2)C(=NN3)C=CC4=CC=CC=N4. Drug 2: COC1=C2C(=CC3=C1OC=C3)C=CC(=O)O2. Cell line: OVCAR3. Synergy scores: CSS=-1.44, Synergy_ZIP=9.08, Synergy_Bliss=12.6, Synergy_Loewe=2.84, Synergy_HSA=1.14.